From a dataset of Full USPTO retrosynthesis dataset with 1.9M reactions from patents (1976-2016). Predict the reactants needed to synthesize the given product. (1) Given the product [C:35]([OH:37])(=[O:36])[CH3:34].[C:28]([C:25]1[CH:24]=[CH:23][C:22]([CH2:21][NH:20][C:18](=[O:19])[CH:17]([C:3]2[C:4]([F:16])=[CH:5][CH:6]=[C:7]([C:8]([N:10]3[CH2:11][CH2:12][O:13][CH2:14][CH2:15]3)=[O:9])[C:2]=2[F:1])[O:32][CH3:33])=[CH:27][CH:26]=1)(=[NH:29])[NH2:31], predict the reactants needed to synthesize it. The reactants are: [F:1][C:2]1[C:7]([C:8]([N:10]2[CH2:15][CH2:14][O:13][CH2:12][CH2:11]2)=[O:9])=[CH:6][CH:5]=[C:4]([F:16])[C:3]=1[CH:17]([O:32][CH3:33])[C:18]([NH:20][CH2:21][C:22]1[CH:27]=[CH:26][C:25]([C:28](=[NH:31])[NH:29]O)=[CH:24][CH:23]=1)=[O:19].[CH3:34][C:35]([OH:37])=[O:36]. (2) Given the product [CH3:1][C:2]([Si:5]([CH3:35])([CH3:34])[O:6][CH2:7][C@@H:8]([O:10][C:11]1[CH:12]=[C:13]([CH:23]=[C:24]([OH:26])[CH:25]=1)[C:14]([NH:16][C:17]1[CH:21]=[CH:20][N:19]([CH3:22])[N:18]=1)=[O:15])[CH3:9])([CH3:3])[CH3:4], predict the reactants needed to synthesize it. The reactants are: [CH3:1][C:2]([Si:5]([CH3:35])([CH3:34])[O:6][CH2:7][C@@H:8]([O:10][C:11]1[CH:12]=[C:13]([CH:23]=[C:24]([O:26]CC2C=CC=CC=2)[CH:25]=1)[C:14]([NH:16][C:17]1[CH:21]=[CH:20][N:19]([CH3:22])[N:18]=1)=[O:15])[CH3:9])([CH3:4])[CH3:3].